Regression. Given a peptide amino acid sequence and an MHC pseudo amino acid sequence, predict their binding affinity value. This is MHC class II binding data. From a dataset of Peptide-MHC class II binding affinity with 134,281 pairs from IEDB. (1) The peptide sequence is DVPDYASLRSLVASS. The MHC is DRB1_0701 with pseudo-sequence DRB1_0701. The binding affinity (normalized) is 0.573. (2) The binding affinity (normalized) is 0.614. The MHC is HLA-DQA10501-DQB10402 with pseudo-sequence HLA-DQA10501-DQB10402. The peptide sequence is SKAYANMWSLMYFHK. (3) The peptide sequence is VSKAPQLVPKLDEVY. The MHC is DRB3_0202 with pseudo-sequence DRB3_0202. The binding affinity (normalized) is 0.0403. (4) The peptide sequence is YDTYKCIPSLEAAVK. The MHC is HLA-DPA10103-DPB10401 with pseudo-sequence HLA-DPA10103-DPB10401. The binding affinity (normalized) is 0.326. (5) The peptide sequence is GANYFLQISRVNDLN. The MHC is HLA-DPA10301-DPB10402 with pseudo-sequence HLA-DPA10301-DPB10402. The binding affinity (normalized) is 0.680. (6) The peptide sequence is GIHTVFGSAFQGLFG. The MHC is DRB1_1501 with pseudo-sequence DRB1_1501. The binding affinity (normalized) is 0.0801.